This data is from Forward reaction prediction with 1.9M reactions from USPTO patents (1976-2016). The task is: Predict the product of the given reaction. The product is: [NH3:3].[S:24]1[C:28]2[CH:29]=[CH:30][CH:31]=[CH:32][C:27]=2[N:26]=[C:25]1[CH2:33][CH2:34][C:35]([N:42]1[CH2:43][CH:44]2[CH:40]([C:39]2([C:45]2[CH:46]=[C:47]([NH:51][S:52]([CH3:55])(=[O:54])=[O:53])[CH:48]=[CH:49][CH:50]=2)[CH3:38])[CH2:41]1)=[O:37]. Given the reactants O.O[N:3]1C2C=CC=CC=2N=N1.Cl.CN(C)CCCN=C=NCC.[S:24]1[C:28]2[CH:29]=[CH:30][CH:31]=[CH:32][C:27]=2[N:26]=[C:25]1[CH2:33][CH2:34][C:35]([OH:37])=O.[CH3:38][C:39]1([C:45]2[CH:46]=[C:47]([NH:51][S:52]([CH3:55])(=[O:54])=[O:53])[CH:48]=[CH:49][CH:50]=2)[CH:44]2[CH:40]1[CH2:41][NH:42][CH2:43]2.C(=O)([O-])O.[Na+], predict the reaction product.